This data is from NCI-60 drug combinations with 297,098 pairs across 59 cell lines. The task is: Regression. Given two drug SMILES strings and cell line genomic features, predict the synergy score measuring deviation from expected non-interaction effect. (1) Drug 1: CC1OCC2C(O1)C(C(C(O2)OC3C4COC(=O)C4C(C5=CC6=C(C=C35)OCO6)C7=CC(=C(C(=C7)OC)O)OC)O)O. Drug 2: CC(C1=C(C=CC(=C1Cl)F)Cl)OC2=C(N=CC(=C2)C3=CN(N=C3)C4CCNCC4)N. Cell line: UO-31. Synergy scores: CSS=17.2, Synergy_ZIP=-3.58, Synergy_Bliss=-0.591, Synergy_Loewe=1.47, Synergy_HSA=1.65. (2) Drug 1: CC(CN1CC(=O)NC(=O)C1)N2CC(=O)NC(=O)C2. Drug 2: CCC1(C2=C(COC1=O)C(=O)N3CC4=CC5=C(C=CC(=C5CN(C)C)O)N=C4C3=C2)O.Cl. Cell line: OVCAR3. Synergy scores: CSS=40.4, Synergy_ZIP=-10.4, Synergy_Bliss=-1.22, Synergy_Loewe=-17.4, Synergy_HSA=0.350. (3) Drug 1: COCCOC1=C(C=C2C(=C1)C(=NC=N2)NC3=CC=CC(=C3)C#C)OCCOC. Drug 2: CCC1=C2CN3C(=CC4=C(C3=O)COC(=O)C4(CC)O)C2=NC5=C1C=C(C=C5)O. Cell line: UACC62. Synergy scores: CSS=59.4, Synergy_ZIP=6.65, Synergy_Bliss=5.73, Synergy_Loewe=6.96, Synergy_HSA=10.6. (4) Drug 1: COC1=NC(=NC2=C1N=CN2C3C(C(C(O3)CO)O)O)N. Synergy scores: CSS=48.0, Synergy_ZIP=2.54, Synergy_Bliss=0.272, Synergy_Loewe=-43.1, Synergy_HSA=0.665. Cell line: ACHN. Drug 2: CCC1=C2CN3C(=CC4=C(C3=O)COC(=O)C4(CC)O)C2=NC5=C1C=C(C=C5)O.